From a dataset of Forward reaction prediction with 1.9M reactions from USPTO patents (1976-2016). Predict the product of the given reaction. (1) Given the reactants Br[C:2]1[C:7]([O:8][CH2:9][C:10]2[CH:18]=[CH:17][C:13]([C:14]([NH2:16])=[O:15])=[CH:12][CH:11]=2)=[C:6]([O:19][CH3:20])[C:5]([O:21][CH:22]([F:24])[F:23])=[CH:4][CH:3]=1.C(=O)([O-])[O-].[Cs+].[Cs+].CC1(C)C(C)(C)OB([C:39]2[CH:47]=[CH:46][CH:45]=[C:44]3[C:40]=2[CH2:41][CH2:42][C:43]3=[O:48])O1, predict the reaction product. The product is: [F:23][CH:22]([F:24])[O:21][C:5]1[C:6]([O:19][CH3:20])=[C:7]([C:2]([C:39]2[CH:47]=[CH:46][CH:45]=[C:44]3[C:40]=2[CH2:41][CH2:42][C:43]3=[O:48])=[CH:3][CH:4]=1)[O:8][CH2:9][C:10]1[CH:18]=[CH:17][C:13]([C:14]([NH2:16])=[O:15])=[CH:12][CH:11]=1. (2) Given the reactants [CH2:1]([S:13][CH2:14][C@H:15]([OH:18])[CH2:16][OH:17])[CH2:2][CH2:3][CH2:4][CH2:5][CH2:6][CH2:7][CH2:8][CH2:9][CH2:10][CH2:11][CH3:12].[CH2:19]([S:31][CH2:32][CH:33]([OH:36])[CH2:34][OH:35])[CH2:20][CH2:21][CH2:22][CH2:23][CH2:24][CH2:25][CH2:26][CH2:27][CH2:28][CH2:29][CH3:30].[CH2:37](SC[C@@H](O)CO)[CH2:38][CH2:39][CH2:40][CH2:41][CH2:42][CH2:43][CH2:44][CH2:45][CH2:46]CC, predict the reaction product. The product is: [CH2:19]([O:18][C@@H:15]([CH2:14][S:13][CH2:1][CH2:2][CH2:3][CH2:4][CH2:5][CH2:6][CH2:7][CH2:8][CH2:9][CH2:10][CH2:11][CH3:12])[CH2:16][OH:17])[CH2:20][CH2:21][CH2:22][CH2:23][CH2:24][CH2:25][CH2:26][CH2:27][CH3:28].[CH2:37]([O:36][CH:33]([CH2:32][S:31][CH2:19][CH2:20][CH2:21][CH2:22][CH2:23][CH2:24][CH2:25][CH2:26][CH2:27][CH2:28][CH2:29][CH3:30])[CH2:34][OH:35])[CH2:38][CH2:39][CH2:40][CH2:41][CH2:42][CH2:43][CH2:44][CH2:45][CH3:46]. (3) Given the reactants Br[C:2]1[CH:27]=[N:26][C:5]2[N:6]=[C:7]([N:13]3[CH2:16][CH:15]([N:17]([CH3:25])[C:18](=[O:24])[O:19][C:20]([CH3:23])([CH3:22])[CH3:21])[CH2:14]3)[C:8]3[N:9]([CH:10]=[N:11][N:12]=3)[C:4]=2[CH:3]=1.[CH3:28][N:29](C=O)C, predict the reaction product. The product is: [C:28]([C:2]1[CH:27]=[N:26][C:5]2[N:6]=[C:7]([N:13]3[CH2:16][CH:15]([N:17]([CH3:25])[C:18](=[O:24])[O:19][C:20]([CH3:21])([CH3:23])[CH3:22])[CH2:14]3)[C:8]3[N:9]([CH:10]=[N:11][N:12]=3)[C:4]=2[CH:3]=1)#[N:29]. (4) Given the reactants [CH3:1][N:2]([CH3:30])[C:3]([C:5]1[C:15]([CH2:16][CH2:17][C:18]([C:20]2[C:21]3[CH:28]=[CH:27][CH:26]=[CH:25][C:22]=3[S:23][CH:24]=2)=[O:19])=[C:14]([OH:29])[C:8]2[N:9]=[C:10]([CH3:13])[N:11]([CH3:12])[C:7]=2[CH:6]=1)=[O:4].CC([O-])(C)C.[K+], predict the reaction product. The product is: [CH3:30][N:2]([CH3:1])[C:3]([C:5]1[C:15]([CH2:16][CH2:17][C@H:18]([C:20]2[C:21]3[CH:28]=[CH:27][CH:26]=[CH:25][C:22]=3[S:23][CH:24]=2)[OH:19])=[C:14]([OH:29])[C:8]2[N:9]=[C:10]([CH3:13])[N:11]([CH3:12])[C:7]=2[CH:6]=1)=[O:4]. (5) Given the reactants [CH2:1]([C:5]1[N:6]=[C:7]([CH3:27])[NH:8][C:9](=[O:26])[C:10]=1[CH2:11][C:12]1[CH:17]=[CH:16][C:15]([C:18]2[C:19]([C:24]#[N:25])=[CH:20][CH:21]=[CH:22][CH:23]=2)=[CH:14][CH:13]=1)[CH2:2][CH2:3][CH3:4].[N:28]1[CH:33]=[CH:32][CH:31]=[C:30](B(O)O)[CH:29]=1.C(N(CC)CC)C.N1C=CC=CC=1, predict the reaction product. The product is: [CH2:1]([C:5]1[N:6]=[C:7]([CH3:27])[N:8]([C:30]2[CH:29]=[N:28][CH:33]=[CH:32][CH:31]=2)[C:9](=[O:26])[C:10]=1[CH2:11][C:12]1[CH:17]=[CH:16][C:15]([C:18]2[C:19]([C:24]#[N:25])=[CH:20][CH:21]=[CH:22][CH:23]=2)=[CH:14][CH:13]=1)[CH2:2][CH2:3][CH3:4]. (6) Given the reactants [NH2:1][C@H:2]1[CH2:7][CH2:6][N:5]([C:8]([O:10][C:11]([CH3:14])([CH3:13])[CH3:12])=[O:9])[CH2:4][C@H:3]1[O:15][CH3:16].[Cl:17][C:18]1[N:19]=[C:20]([C:26](O)=[O:27])[NH:21][C:22]=1[CH2:23][CH2:24][CH3:25].CCN=C=NCCCN(C)C.Cl.C1C=CC2N(O)N=NC=2C=1, predict the reaction product. The product is: [Cl:17][C:18]1[N:19]=[C:20]([C:26]([NH:1][C@H:2]2[CH2:7][CH2:6][N:5]([C:8]([O:10][C:11]([CH3:12])([CH3:13])[CH3:14])=[O:9])[CH2:4][C@H:3]2[O:15][CH3:16])=[O:27])[NH:21][C:22]=1[CH2:23][CH2:24][CH3:25]. (7) Given the reactants [O:1]1[CH2:3][CH:2]1[CH2:4][O:5][C:6]1[CH:7]=[C:8]2[C:13](=[CH:14][CH:15]=1)[NH:12][C:11](=[O:16])[CH2:10][CH2:9]2.C(O)(=O)C.[Br-:21].[Li+], predict the reaction product. The product is: [Br:21][CH2:3][CH:2]([OH:1])[CH2:4][O:5][C:6]1[CH:7]=[C:8]2[C:13](=[CH:14][CH:15]=1)[NH:12][C:11](=[O:16])[CH2:10][CH2:9]2.